Dataset: Catalyst prediction with 721,799 reactions and 888 catalyst types from USPTO. Task: Predict which catalyst facilitates the given reaction. (1) Reactant: [CH2:1]([C:5]([O:10][C:11]1[CH:33]=[CH:32][C:14]2[C:15]3[N:19]([CH2:20][CH2:21][O:22][C:13]=2[CH:12]=1)[CH:18]=[C:17]([C:23]1[N:24]([CH:29]([CH3:31])[CH3:30])[N:25]=[C:26]([CH3:28])[N:27]=1)[N:16]=3)([CH2:8][OH:9])[CH2:6][OH:7])[CH:2]([CH3:4])[CH3:3].CCN(CC)CC.[CH3:41][S:42](Cl)(=[O:44])=[O:43]. Product: [CH:29]([N:24]1[C:23]([C:17]2[N:16]=[C:15]3[N:19]([CH2:20][CH2:21][O:22][C:13]4[CH:12]=[C:11]([O:10][C:5]([CH2:8][O:9][S:42]([CH3:41])(=[O:44])=[O:43])([CH2:1][CH:2]([CH3:4])[CH3:3])[CH2:6][O:7][S:42]([CH3:41])(=[O:44])=[O:43])[CH:33]=[CH:32][C:14]=43)[CH:18]=2)=[N:27][C:26]([CH3:28])=[N:25]1)([CH3:31])[CH3:30]. The catalyst class is: 2. (2) Reactant: [F:1][C:2]1[CH:7]=[C:6]([CH3:8])[C:5]([N+:9]([O-:11])=[O:10])=[CH:4][C:3]=1[N+:12]([O-:14])=[O:13].C[C:16]([N:18]([CH3:20])[CH3:19])=O.CN(C=O)C. Product: [F:1][C:2]1[C:3]([N+:12]([O-:14])=[O:13])=[CH:4][C:5]([N+:9]([O-:11])=[O:10])=[C:6](/[CH:8]=[CH:16]/[N:18]([CH3:20])[CH3:19])[CH:7]=1. The catalyst class is: 6. (3) Reactant: C1C(=O)N([Cl:8])C(=O)C1.C(O)(=O)C.[CH2:13]([NH:15][C:16](=[O:18])[O-:17])[CH3:14].[CH:19]1([CH2:22][O:23][C:24]2[CH:25]=[CH:26][C:27]3[CH:28]([CH3:36])[CH:29]4[CH2:33][NH:32][CH2:31][CH:30]4[C:34]=3[CH:35]=2)[CH2:21][CH2:20]1. Product: [CH2:13]([NH:15][C:16](=[O:17])[O-:18])[CH3:14].[CH:19]1([CH2:22][O:23][C:24]2[C:25]([Cl:8])=[CH:26][C:27]3[CH:28]([CH3:36])[CH:29]4[CH2:33][NH:32][CH2:31][CH:30]4[C:34]=3[CH:35]=2)[CH2:20][CH2:21]1. The catalyst class is: 26.